From a dataset of Forward reaction prediction with 1.9M reactions from USPTO patents (1976-2016). Predict the product of the given reaction. Given the reactants [Br:1][C:2]1[N:6]([C:7]([CH3:10])([CH3:9])[CH3:8])[N:5]=[CH:4][C:3]=1[C:11](OCC)=[O:12].[H-].C([Al+]CC(C)C)C(C)C, predict the reaction product. The product is: [Br:1][C:2]1[N:6]([C:7]([CH3:8])([CH3:9])[CH3:10])[N:5]=[CH:4][C:3]=1[CH2:11][OH:12].